From a dataset of Reaction yield outcomes from USPTO patents with 853,638 reactions. Predict the reaction yield, written as a fraction of the theoretical maximum amount of product (1.0 means a 100% yield; for example, 0.34 means a 34% yield). The reactants are S(Cl)(C1C=CC(C)=CC=1)(=O)=O.O[CH:13]1[CH2:17][CH:16]([NH:18][C:19](=[O:28])[O:20][CH2:21][C:22]2[CH:27]=[CH:26][CH:25]=[CH:24][CH:23]=2)[CH:15]([CH2:29][OH:30])[CH2:14]1.N1C=CC=CC=1. The catalyst is C1(C)C=CC=CC=1. The product is [CH:13]12[CH2:14][CH:15]([CH:16]([NH:18][C:19](=[O:28])[O:20][CH2:21][C:22]3[CH:23]=[CH:24][CH:25]=[CH:26][CH:27]=3)[CH2:17]1)[CH2:29][O:30]2. The yield is 0.620.